From a dataset of Acute oral toxicity (LD50) regression data from Zhu et al.. Regression/Classification. Given a drug SMILES string, predict its toxicity properties. Task type varies by dataset: regression for continuous values (e.g., LD50, hERG inhibition percentage) or binary classification for toxic/non-toxic outcomes (e.g., AMES mutagenicity, cardiotoxicity, hepatotoxicity). Dataset: ld50_zhu. The compound is CC(C)CCCO. The rat oral LD50 is 1.20, given as -log10 of the dose in mol/kg body weight (higher means more acutely toxic).